Predict which catalyst facilitates the given reaction. From a dataset of Catalyst prediction with 721,799 reactions and 888 catalyst types from USPTO. Reactant: [C:1]([O:9][CH2:10][CH3:11])(=[O:8])[CH2:2][C:3]([O:5][CH2:6][CH3:7])=[O:4].[H-].[Na+].Cl[C:15]1[CH:20]=[CH:19][C:18]([N+:21]([O-:23])=[O:22])=[CH:17][C:16]=1[O:24][CH3:25].Cl. Product: [CH2:10]([O:9][C:1](=[O:8])[CH:2]([C:15]1[CH:20]=[CH:19][C:18]([N+:21]([O-:23])=[O:22])=[CH:17][C:16]=1[O:24][CH3:25])[C:3]([O:5][CH2:6][CH3:7])=[O:4])[CH3:11]. The catalyst class is: 16.